Dataset: Forward reaction prediction with 1.9M reactions from USPTO patents (1976-2016). Task: Predict the product of the given reaction. (1) Given the reactants Br[C:2]1[CH:14]=[CH:13][C:5]([CH2:6][N:7]([CH:10]2[CH2:12][CH2:11]2)[CH2:8][CH3:9])=[C:4]([CH3:15])[CH:3]=1.[CH3:16][Si:17]([C:20]#[CH:21])([CH3:19])[CH3:18], predict the reaction product. The product is: [CH:10]1([N:7]([CH2:8][CH3:9])[CH2:6][C:5]2[CH:13]=[CH:14][C:2]([C:21]#[C:20][Si:17]([CH3:19])([CH3:18])[CH3:16])=[CH:3][C:4]=2[CH3:15])[CH2:12][CH2:11]1. (2) Given the reactants [Cl:1][CH2:2][CH:3]=O.[SH2:5], predict the reaction product. The product is: [Cl:1][CH2:2][CH:3]1[S:5][CH:3]([CH2:2][Cl:1])[S:5][CH:3]([CH2:2][Cl:1])[S:5]1. (3) Given the reactants [OH:1][C:2]1[CH:7]=[CH:6][C:5]([C:8]2[CH:12]=[C:11]([C:13]([O:15][CH2:16][CH3:17])=[O:14])[O:10][N:9]=2)=[CH:4][CH:3]=1.[H-].[Na+].Br[C:21]1[S:25][C:24]([NH2:26])=[N:23][CH:22]=1, predict the reaction product. The product is: [NH2:26][C:24]1[S:25][C:21]([O:1][C:2]2[CH:3]=[CH:4][C:5]([C:8]3[CH:12]=[C:11]([C:13]([O:15][CH2:16][CH3:17])=[O:14])[O:10][N:9]=3)=[CH:6][CH:7]=2)=[CH:22][N:23]=1.